From a dataset of Forward reaction prediction with 1.9M reactions from USPTO patents (1976-2016). Predict the product of the given reaction. (1) The product is: [O:13]=[C:4]1[C@H:3]([NH:2][C:33]([C:31]2[NH:30][C:27]3=[CH:28][N:29]=[C:24]([Cl:23])[CH:25]=[C:26]3[CH:32]=2)=[O:34])[CH2:12][C:11]2[C:6](=[CH:7][CH:8]=[CH:9][CH:10]=2)[NH:5]1. Given the reactants Cl.[NH2:2][C@@H:3]1[CH2:12][C:11]2[C:6](=[CH:7][CH:8]=[CH:9][CH:10]=2)[NH:5][C:4]1=[O:13].CCN(C(C)C)C(C)C.[Cl:23][C:24]1[CH:25]=[C:26]2[CH:32]=[C:31]([C:33](O)=[O:34])[NH:30][C:27]2=[CH:28][N:29]=1.C1C=CC2N(O)N=NC=2C=1.CCN=C=NCCCN(C)C, predict the reaction product. (2) Given the reactants [CH3:1][O:2][C:3]1[CH:22]=[CH:21][C:6]([CH2:7][C@@H:8]2[C:12]3=[N:13][C:14]4[CH:19]=[CH:18][CH:17]=[CH:16][C:15]=4[N:11]3[C:10](=[O:20])[NH:9]2)=[CH:5][CH:4]=1.[NH2:23][C@H:24]1[CH2:29][CH2:28][N:27]([C:30]([O:32][C:33]([CH3:36])([CH3:35])[CH3:34])=[O:31])[CH2:26][C@H:25]1[F:37], predict the reaction product. The product is: [NH:13]1[C:14]2[CH:19]=[CH:18][CH:17]=[CH:16][C:15]=2[N:11]=[C:12]1[C@H:8]([NH:9][C:10](=[O:20])[NH:23][C@@H:24]1[CH2:29][CH2:28][N:27]([C:30]([O:32][C:33]([CH3:35])([CH3:34])[CH3:36])=[O:31])[CH2:26][C@@H:25]1[F:37])[CH2:7][C:6]1[CH:21]=[CH:22][C:3]([O:2][CH3:1])=[CH:4][CH:5]=1. (3) Given the reactants [CH3:1][N:2]([CH2:18][C:19](=[O:34])[NH:20][C:21]1[CH:26]=[CH:25][C:24]([O:27][C:28]2[CH:33]=[CH:32][CH:31]=[CH:30][CH:29]=2)=[CH:23][CH:22]=1)[CH2:3][CH2:4][CH2:5][NH:6][CH2:7][C:8]1[CH:17]=[CH:16][C:11]([C:12]([O:14][CH3:15])=[O:13])=[CH:10][CH:9]=1.[CH:35]([C:37]1[NH:38][CH:39]=[CH:40][CH:41]=1)=O.C(O)(=O)C.C(O[BH-](OC(=O)C)OC(=O)C)(=O)C.[Na+], predict the reaction product. The product is: [CH3:1][N:2]([CH2:18][C:19](=[O:34])[NH:20][C:21]1[CH:22]=[CH:23][C:24]([O:27][C:28]2[CH:29]=[CH:30][CH:31]=[CH:32][CH:33]=2)=[CH:25][CH:26]=1)[CH2:3][CH2:4][CH2:5][N:6]([CH2:7][C:8]1[CH:9]=[CH:10][C:11]([C:12]([O:14][CH3:15])=[O:13])=[CH:16][CH:17]=1)[CH2:35][C:37]1[NH:38][CH:39]=[CH:40][CH:41]=1. (4) Given the reactants [CH3:1][O:2][C:3]1[CH:4]=[C:5]([CH:34]=[CH:35][C:36]=1[O:37][CH3:38])[O:6][C@@H:7]([C:28]1[CH:33]=[CH:32][CH:31]=[CH:30][CH:29]=1)[CH2:8][CH2:9][N:10]1[CH2:15][CH2:14][CH:13]([C:16]2[CH:17]=[C:18]([NH:22][C:23](=[O:27])[CH:24]([CH3:26])[CH3:25])[CH:19]=[CH:20][CH:21]=2)[CH2:12][CH2:11]1.[CH3:39]I, predict the reaction product. The product is: [CH3:1][O:2][C:3]1[CH:4]=[C:5]([CH:34]=[CH:35][C:36]=1[O:37][CH3:38])[O:6][C@@H:7]([C:28]1[CH:29]=[CH:30][CH:31]=[CH:32][CH:33]=1)[CH2:8][CH2:9][N:10]1[CH2:15][CH2:14][CH:13]([C:16]2[CH:17]=[C:18]([N:22]([CH3:39])[C:23](=[O:27])[CH:24]([CH3:26])[CH3:25])[CH:19]=[CH:20][CH:21]=2)[CH2:12][CH2:11]1.